Task: Predict the reactants needed to synthesize the given product.. Dataset: Full USPTO retrosynthesis dataset with 1.9M reactions from patents (1976-2016) (1) Given the product [O:21]=[C:22]1[N:28]([CH:29]2[CH2:34][CH2:33][N:32]([C:35]([O:37][C@H:38]([CH2:39][C:40]3[CH:45]=[C:44]([C:46]([F:49])([F:47])[F:48])[C:43]([NH2:50])=[C:42]([Cl:51])[CH:41]=3)[C:52]([N:17]3[CH2:16][CH2:15][N:14]([CH:9]4[CH2:10][CH:11]5[N:6]([CH2:5][C:4]([O:3][CH2:1][CH3:2])=[O:20])[CH:7]([CH2:13][CH2:12]5)[CH2:8]4)[CH2:19][CH2:18]3)=[O:53])=[O:36])[CH2:31][CH2:30]2)[CH2:27][CH2:26][C:25]2[CH:55]=[CH:56][CH:57]=[CH:58][C:24]=2[NH:23]1, predict the reactants needed to synthesize it. The reactants are: [CH2:1]([O:3][C:4](=[O:20])[CH2:5][N:6]1[CH:11]2[CH2:12][CH2:13][CH:7]1[CH2:8][CH:9]([N:14]1[CH2:19][CH2:18][NH:17][CH2:16][CH2:15]1)[CH2:10]2)[CH3:2].[O:21]=[C:22]1[N:28]([CH:29]2[CH2:34][CH2:33][N:32]([C:35]([O:37][C@@H:38]([C:52](O)=[O:53])[CH2:39][C:40]3[CH:45]=[C:44]([C:46]([F:49])([F:48])[F:47])[C:43]([NH2:50])=[C:42]([Cl:51])[CH:41]=3)=[O:36])[CH2:31][CH2:30]2)[CH2:27][CH2:26][C:25]2[CH:55]=[CH:56][CH:57]=[CH:58][C:24]=2[NH:23]1.CN(C(ON1N=NC2C=CC=CC1=2)=[N+](C)C)C.[B-](F)(F)(F)F.C(N(CC)CC)C. (2) The reactants are: [CH2:1]([O:3][C:4]([C:6]1[N:10]([CH2:11][C:12]2[CH:17]=[CH:16][C:15]([C:18]3[CH:23]=[CH:22][CH:21]=[CH:20][C:19]=3[C:24]3[N:28]([C:29]([C:42]4[CH:47]=[CH:46][CH:45]=[CH:44][CH:43]=4)([C:36]4[CH:41]=[CH:40][CH:39]=[CH:38][CH:37]=4)[C:30]4[CH:35]=[CH:34][CH:33]=[CH:32][CH:31]=4)[N:27]=[N:26][N:25]=3)=[CH:14][CH:13]=2)[C:9]([CH2:48][CH2:49][CH3:50])=[N:8][C:7]=1[C:51](O)([CH3:53])[CH3:52])=[O:5])[CH3:2].C(Cl)[Cl:56].CS(Cl)(=O)=O.C(=O)([O-])[O-].[K+].[K+]. Given the product [CH2:1]([O:3][C:4]([C:6]1[N:10]([CH2:11][C:12]2[CH:17]=[CH:16][C:15]([C:18]3[CH:23]=[CH:22][CH:21]=[CH:20][C:19]=3[C:24]3[N:28]([C:29]([C:42]4[CH:47]=[CH:46][CH:45]=[CH:44][CH:43]=4)([C:36]4[CH:41]=[CH:40][CH:39]=[CH:38][CH:37]=4)[C:30]4[CH:35]=[CH:34][CH:33]=[CH:32][CH:31]=4)[N:27]=[N:26][N:25]=3)=[CH:14][CH:13]=2)[C:9]([CH2:48][CH2:49][CH3:50])=[N:8][C:7]=1[C:51]([Cl:56])([CH3:53])[CH3:52])=[O:5])[CH3:2], predict the reactants needed to synthesize it.